Dataset: NCI-60 drug combinations with 297,098 pairs across 59 cell lines. Task: Regression. Given two drug SMILES strings and cell line genomic features, predict the synergy score measuring deviation from expected non-interaction effect. (1) Drug 1: COC1=CC(=CC(=C1O)OC)C2C3C(COC3=O)C(C4=CC5=C(C=C24)OCO5)OC6C(C(C7C(O6)COC(O7)C8=CC=CS8)O)O. Drug 2: CC(C1=C(C=CC(=C1Cl)F)Cl)OC2=C(N=CC(=C2)C3=CN(N=C3)C4CCNCC4)N. Cell line: A498. Synergy scores: CSS=29.6, Synergy_ZIP=-1.94, Synergy_Bliss=-2.43, Synergy_Loewe=-8.92, Synergy_HSA=-0.662. (2) Drug 1: CCC1=C2CN3C(=CC4=C(C3=O)COC(=O)C4(CC)O)C2=NC5=C1C=C(C=C5)O. Drug 2: CNC(=O)C1=NC=CC(=C1)OC2=CC=C(C=C2)NC(=O)NC3=CC(=C(C=C3)Cl)C(F)(F)F. Cell line: OVCAR-5. Synergy scores: CSS=8.75, Synergy_ZIP=-3.02, Synergy_Bliss=-0.580, Synergy_Loewe=-15.3, Synergy_HSA=-2.50.